Dataset: Forward reaction prediction with 1.9M reactions from USPTO patents (1976-2016). Task: Predict the product of the given reaction. (1) Given the reactants [C:1]12([NH2:11])[CH2:10][CH:5]3[CH2:6][CH:7]([CH2:9][CH:3]([CH2:4]3)[CH2:2]1)[CH2:8]2.[CH3:12][S:13][C:14]1[CH:21]=[CH:20][C:17]([CH:18]=O)=[CH:16][CH:15]=1, predict the reaction product. The product is: [C:1]12([NH:11][CH2:18][C:17]3[CH:20]=[CH:21][C:14]([S:13][CH3:12])=[CH:15][CH:16]=3)[CH2:8][CH:7]3[CH2:6][CH:5]([CH2:4][CH:3]([CH2:9]3)[CH2:2]1)[CH2:10]2. (2) Given the reactants [C:1](=O)(OC(Cl)(Cl)Cl)[O:2]C(Cl)(Cl)Cl.Cl.[NH2:14][C:15]1[C:20]([C:21]([OH:23])=[O:22])=[C:19]([O:24][CH3:25])[C:18]([O:26][CH3:27])=[CH:17][CH:16]=1, predict the reaction product. The product is: [CH3:25][O:24][C:19]1[C:20]2[C:21](=[O:23])[O:22][C:1](=[O:2])[NH:14][C:15]=2[CH:16]=[CH:17][C:18]=1[O:26][CH3:27]. (3) Given the reactants C([O:8][N:9]1[CH2:17][C:16]2[C:11](=[N:12][CH:13]=[C:14]3[N:20]([CH2:21][C:22]4[CH:27]=[CH:26][C:25]([F:28])=[CH:24][C:23]=4[F:29])[CH:19]=[CH:18][C:15]3=2)[C:10]1=[O:30])C1C=CC=CC=1.C(ON1CC2C(=NC=C3NC=CC3=2)C1)C1C=CC=CC=1.FC1C=C(F)C=CC=1CBr, predict the reaction product. The product is: [F:29][C:23]1[CH:24]=[C:25]([F:28])[CH:26]=[CH:27][C:22]=1[CH2:21][N:20]1[C:14]2[C:15](=[C:16]3[CH2:17][N:9]([OH:8])[C:10](=[O:30])[C:11]3=[N:12][CH:13]=2)[CH:18]=[CH:19]1. (4) Given the reactants C(=O)([O-])[O-].[K+].[K+].[C:7]1([S:13]([N:16]2[C:20]3=[N:21][CH:22]=[C:23]([OH:25])[CH:24]=[C:19]3[CH:18]=[C:17]2[C:26]([C:33]2[CH:38]=[CH:37][C:36]([S:39]([CH3:42])(=[O:41])=[O:40])=[CH:35][CH:34]=2)=[CH:27][CH:28]2[CH2:32][CH2:31][CH2:30][CH2:29]2)(=[O:15])=[O:14])[CH:12]=[CH:11][CH:10]=[CH:9][CH:8]=1.Cl[CH2:44][C:45]([N:47]([CH3:49])[CH3:48])=[O:46], predict the reaction product. The product is: [C:7]1([S:13]([N:16]2[C:20]3=[N:21][CH:22]=[C:23]([O:25][CH2:44][C:45]([N:47]([CH3:49])[CH3:48])=[O:46])[CH:24]=[C:19]3[CH:18]=[C:17]2[C:26]([C:33]2[CH:34]=[CH:35][C:36]([S:39]([CH3:42])(=[O:40])=[O:41])=[CH:37][CH:38]=2)=[CH:27][CH:28]2[CH2:32][CH2:31][CH2:30][CH2:29]2)(=[O:14])=[O:15])[CH:12]=[CH:11][CH:10]=[CH:9][CH:8]=1. (5) Given the reactants [CH3:1][O:2][C:3]1[CH:4]=[C:5]([C:11]2[CH:15]=[N:14][NH:13][C:12]=2[NH2:16])[CH:6]=[CH:7][C:8]=1[O:9][CH3:10].C[O:18][C:19](=O)[C:20]#[CH:21], predict the reaction product. The product is: [CH3:1][O:2][C:3]1[CH:4]=[C:5]([C:11]2[CH:15]=[N:14][N:13]3[CH:21]=[CH:20][C:19](=[O:18])[NH:16][C:12]=23)[CH:6]=[CH:7][C:8]=1[O:9][CH3:10].